This data is from Catalyst prediction with 721,799 reactions and 888 catalyst types from USPTO. The task is: Predict which catalyst facilitates the given reaction. Reactant: [C:1](Cl)(=[O:8])[C:2]1[CH:7]=[CH:6][CH:5]=[CH:4][CH:3]=1.Cl.[CH3:11][O:12][C:13](=[O:18])[C@H:14]([CH2:16][OH:17])[NH2:15].O.C(=O)(O)[O-].[Na+]. Product: [CH3:11][O:12][C:13](=[O:18])[C@H:14]([CH2:16][OH:17])[NH:15][C:1](=[O:8])[C:2]1[CH:7]=[CH:6][CH:5]=[CH:4][CH:3]=1. The catalyst class is: 13.